Dataset: Peptide-MHC class I binding affinity with 185,985 pairs from IEDB/IMGT. Task: Regression. Given a peptide amino acid sequence and an MHC pseudo amino acid sequence, predict their binding affinity value. This is MHC class I binding data. (1) The peptide sequence is YTIEGIAFM. The MHC is HLA-B83:01 with pseudo-sequence HLA-B83:01. The binding affinity (normalized) is 0.213. (2) The peptide sequence is YAQIQPHWI. The MHC is H-2-Db with pseudo-sequence H-2-Db. The binding affinity (normalized) is 0.407. (3) The peptide sequence is MFINDVHAL. The MHC is HLA-A24:03 with pseudo-sequence HLA-A24:03. The binding affinity (normalized) is 0.710. (4) The MHC is Mamu-B17 with pseudo-sequence Mamu-B17. The binding affinity (normalized) is 0. The peptide sequence is GDYKLVEI. (5) The peptide sequence is ILKGKFQTA. The MHC is HLA-B18:01 with pseudo-sequence HLA-B18:01. The binding affinity (normalized) is 0.0847. (6) The peptide sequence is QAWCWFGGK. The MHC is Mamu-B8301 with pseudo-sequence Mamu-B8301. The binding affinity (normalized) is 0.474. (7) The peptide sequence is FLRYLLFGI. The MHC is HLA-A24:02 with pseudo-sequence HLA-A24:02. The binding affinity (normalized) is 0.103. (8) The peptide sequence is RQDILDLWIY. The MHC is HLA-A02:06 with pseudo-sequence HLA-A02:06. The binding affinity (normalized) is 0. (9) The peptide sequence is RYRQRLISL. The MHC is HLA-A30:01 with pseudo-sequence HLA-A30:01. The binding affinity (normalized) is 0.848. (10) The peptide sequence is TDYWQVTWI. The binding affinity (normalized) is 0. The MHC is Mamu-B08 with pseudo-sequence Mamu-B08.